From a dataset of Peptide-MHC class I binding affinity with 185,985 pairs from IEDB/IMGT. Regression. Given a peptide amino acid sequence and an MHC pseudo amino acid sequence, predict their binding affinity value. This is MHC class I binding data. (1) The peptide sequence is KLFTIAMWLL. The MHC is HLA-A02:03 with pseudo-sequence HLA-A02:03. The binding affinity (normalized) is 0.393. (2) The peptide sequence is WVKKGGHVTL. The MHC is HLA-A68:02 with pseudo-sequence HLA-A68:02. The binding affinity (normalized) is 0.278.